Predict which catalyst facilitates the given reaction. From a dataset of Catalyst prediction with 721,799 reactions and 888 catalyst types from USPTO. Reactant: [Li+].[CH3:2][CH:3]([N-]C(C)C)C.[CH3:9][O:10][C:11](=[O:23])[CH2:12][C:13]1[CH:14]=[C:15]2[C:20](=[CH:21][CH:22]=1)[N:19]=[CH:18][CH:17]=[CH:16]2.BrCCBr. Product: [N:19]1[C:20]2[C:15](=[CH:14][C:13]([C:12]3([C:11]([O:10][CH3:9])=[O:23])[CH2:3][CH2:2]3)=[CH:22][CH:21]=2)[CH:16]=[CH:17][CH:18]=1. The catalyst class is: 1.